Dataset: Peptide-MHC class I binding affinity with 185,985 pairs from IEDB/IMGT. Task: Regression. Given a peptide amino acid sequence and an MHC pseudo amino acid sequence, predict their binding affinity value. This is MHC class I binding data. (1) The peptide sequence is GQGGSPTAM. The MHC is HLA-B54:01 with pseudo-sequence HLA-B54:01. The binding affinity (normalized) is 0. (2) The peptide sequence is KSVGVERTM. The MHC is HLA-A69:01 with pseudo-sequence HLA-A69:01. The binding affinity (normalized) is 0.0847. (3) The peptide sequence is AFASLQDML. The MHC is HLA-A26:01 with pseudo-sequence HLA-A26:01. The binding affinity (normalized) is 0.0847. (4) The peptide sequence is TKDAERGKL. The MHC is HLA-B57:01 with pseudo-sequence HLA-B57:01. The binding affinity (normalized) is 0.0847. (5) The peptide sequence is KTNDFAPAW. The MHC is HLA-B18:01 with pseudo-sequence HLA-B18:01. The binding affinity (normalized) is 0.0847. (6) The peptide sequence is EIQNVTGFM. The MHC is HLA-A68:02 with pseudo-sequence HLA-A68:02. The binding affinity (normalized) is 0.270. (7) The peptide sequence is KNYPASLHK. The MHC is HLA-B57:01 with pseudo-sequence HLA-B57:01. The binding affinity (normalized) is 0.0847. (8) The peptide sequence is LLGEHGVAF. The MHC is HLA-A01:01 with pseudo-sequence HLA-A01:01. The binding affinity (normalized) is 0.0847.